This data is from Drug-target binding data from BindingDB using Ki measurements. The task is: Regression. Given a target protein amino acid sequence and a drug SMILES string, predict the binding affinity score between them. We predict pKi (pKi = -log10(Ki in M); higher means stronger inhibition). Dataset: bindingdb_ki. (1) The drug is Nc1ccc([C@H]2CC3CCC2N3)cn1. The target protein sequence is MDFSLTRLIFLFIAATLVFSSEDESRLINDLFKSYNKVVRPVKAFKDKVVVTLGLQLIQLINVDEVNQIVTTNVRLKQQWEDVHLKWNPEDYGGIKKVRISSGDIWRPDIVLYNNADGDFAIVQETKVLLDYTGKIIWTPPAIFKSYCEMIVTYFPFDLQNCSMKLGTWTYDGSLVVINPESDRPDLSNFMESGEWYMKDYRGWKHWVYYDCCPETPYLDITYHFLLQRLPLYFIVNVVIPCLLFSFLTGLVFYLPTDSGEKITLSVSVLLSLVVFLLVIVELIPSTSSAVPLIGKYMLFTMVFVITSIVITVIVINTHHRSPSTHIMPQWLKKIFIETIPRVMFFSTMKRPAQDQQKKKIFTEDIDISDISGKLGPAAVKYQSPILKNPDVKSAIEGAKYIAETMKSDQESNKASEEWKFVAMVLDHLLLAVFMIVCIIGTLAIFAGRLIELHMQG. The pKi is 8.4. (2) The small molecule is COc1ccccc1CC(=N)N1C[C@@H]2C(=O)CCC(c3ccccc3)(c3ccccc3)[C@@H]2C1. The target protein (P14600) has sequence MDNVLPMDSDLFPNISTNTSESNQFVQPTWQIVLWAAAYTVIVVTSVVGNVVVIWIILAHKRMRTVTNYFLVNLAFAEACMAAFNTVVNFTYAVHNVWYYGLFYCKFHNFFPIAALFASIYSMTAVAFDRYMAIIHPLQPRLSATATKVVIFVIWVLALLLAFPQGYYSTTETMPSRVVCMIEWPEHPNRTYEKAYHICVTVLIYFLPLLVIGYAYTVVGITLWASEIPGDSSDRYHEQVSAKRKVVKMMIVVVCTFAICWLPFHVFFLLPYINPDLYLKKFIQQVYLASMWLAMSSTMYNPIIYCCLNDRFRLGFKHAFRCCPFISAGDYEGLEMKSTRYLQTQSSVYKVSRLETTISTVVGAHEEEPEEGPKATPSSLDLTSNGSSRSNSKTMTESSSFYSNMLA. The pKi is 8.4. (3) The compound is O=C(O)/C=C/c1ccccc1. The target protein sequence is ASRLLLNNGAKMPILGLGTWKSPPGQVTEAVKVAIDVGYRHIDCAHVYQNENEVGVAIQEKLREQVVKREELFIVSKLWCTYHEKGLVKGACQKTLSDLKLDYLDLYLIHWPTGFKPGKEFFPLDESGNVVPSDTNILDTWAAMEELVDEGLVKAIGISNFNHLQVEMILNKPGLKYKPAVNQIECHPYLTQEKLIQYCQSKGIVVTAYSPLGSPDRPYAKPEDPSLLEDPRIKAIAAKHNKTTAQVLIRFPMQRNLVVIPKSVTPERIAENFKVFDFELSSQDMTTLLSYNRNWRVAALLSCTSHKDYPFHEEF. The pKi is 2.9.